This data is from Peptide-MHC class I binding affinity with 185,985 pairs from IEDB/IMGT. The task is: Regression. Given a peptide amino acid sequence and an MHC pseudo amino acid sequence, predict their binding affinity value. This is MHC class I binding data. (1) The peptide sequence is LPPVVAKEI. The MHC is HLA-B15:01 with pseudo-sequence HLA-B15:01. The binding affinity (normalized) is 0. (2) The peptide sequence is ETTEANAGQ. The MHC is HLA-A02:12 with pseudo-sequence HLA-A02:12. The binding affinity (normalized) is 0.0847. (3) The peptide sequence is GVYQFKSV. The MHC is H-2-Kb with pseudo-sequence H-2-Kb. The binding affinity (normalized) is 0.924. (4) The peptide sequence is FLTSVINRV. The MHC is HLA-A02:03 with pseudo-sequence HLA-A02:03. The binding affinity (normalized) is 0.925. (5) The peptide sequence is EEPVPLLPLS. The MHC is HLA-B40:02 with pseudo-sequence HLA-B40:02. The binding affinity (normalized) is 0.180. (6) The peptide sequence is RYEFTAPFI. The MHC is HLA-B27:03 with pseudo-sequence HLA-B27:03. The binding affinity (normalized) is 0.0847.